This data is from Forward reaction prediction with 1.9M reactions from USPTO patents (1976-2016). The task is: Predict the product of the given reaction. (1) Given the reactants [CH3:1][N:2]1[C:7]2[CH:8]=[CH:9][S:10][C:6]=2[C:5](=[S:11])[N:4]=[C:3]1[C:12]1[CH:17]=[CH:16][CH:15]=[CH:14][CH:13]=1.[I:18][CH3:19], predict the reaction product. The product is: [I-:18].[CH3:1][N+:2]1[C:7]2[CH:8]=[CH:9][S:10][C:6]=2[C:5]([S:11][CH3:19])=[N:4][C:3]=1[C:12]1[CH:13]=[CH:14][CH:15]=[CH:16][CH:17]=1. (2) Given the reactants [Br:1]Br.[Cl:3][C:4]1[N:9]=[CH:8][C:7]([C:10](=[O:13])[CH2:11][CH3:12])=[CH:6][CH:5]=1.Br, predict the reaction product. The product is: [Br:1][CH:11]([CH3:12])[C:10]([C:7]1[CH:8]=[N:9][C:4]([Cl:3])=[CH:5][CH:6]=1)=[O:13].